Dataset: Full USPTO retrosynthesis dataset with 1.9M reactions from patents (1976-2016). Task: Predict the reactants needed to synthesize the given product. (1) Given the product [Cl:1][C:2]1[C:3]([F:19])=[C:4]([CH:5]2[C:6]3([C:10]4[CH:11]=[N:12][CH:13]=[CH:14][C:9]=4[NH:8][C:7]3=[O:15])[CH:30]([CH2:29][C:28]([CH3:27])([CH3:40])[CH3:41])[NH:31][CH:32]2[C:33]([O:35][C:36]([CH3:39])([CH3:38])[CH3:37])=[O:34])[CH:16]=[CH:17][CH:18]=1, predict the reactants needed to synthesize it. The reactants are: [Cl:1][C:2]1[C:3]([F:19])=[C:4]([CH:16]=[CH:17][CH:18]=1)/[CH:5]=[C:6]1\[C:7](=[O:15])[NH:8][C:9]2[CH:14]=[CH:13][N:12]=[CH:11][C:10]\1=2.C(N(CC)CC)C.[CH3:27][C:28]([CH3:41])([CH3:40])[CH2:29]/[CH:30]=[N:31]/[CH2:32][C:33]([O:35][C:36]([CH3:39])([CH3:38])[CH3:37])=[O:34].N1CCCN2CCCCCC=12. (2) Given the product [CH2:17]([C@H:16]([NH:24][C:25](=[O:34])[O:26][CH2:27][C:28]1[CH:29]=[CH:30][CH:31]=[CH:32][CH:33]=1)[CH2:15][NH:14][C:11](=[O:13])[C@H:9]([NH:8][C:6]([O:5][C:1]([CH3:2])([CH3:3])[CH3:4])=[O:7])[CH3:10])[C:18]1[CH:19]=[CH:20][CH:21]=[CH:22][CH:23]=1, predict the reactants needed to synthesize it. The reactants are: [C:1]([O:5][C:6]([NH:8][C@@H:9]([C:11]([OH:13])=O)[CH3:10])=[O:7])([CH3:4])([CH3:3])[CH3:2].[NH2:14][CH2:15][C@@H:16]([NH:24][C:25](=[O:34])[O:26][CH2:27][C:28]1[CH:33]=[CH:32][CH:31]=[CH:30][CH:29]=1)[CH2:17][C:18]1[CH:23]=[CH:22][CH:21]=[CH:20][CH:19]=1.CN(C(ON1N=NC2C=CC=CC1=2)=[N+](C)C)C.F[P-](F)(F)(F)(F)F.C(N(CC)CC)C.